The task is: Predict the product of the given reaction.. This data is from Forward reaction prediction with 1.9M reactions from USPTO patents (1976-2016). (1) Given the reactants NC1C=CC(C(NC)=O)=CC=1.Cl.[CH2:13]([O:20][C:21]([N:23]1[CH2:28][CH2:27][CH:26]([NH:29][C:30]2[CH:35]=[CH:34][C:33]([C:36]([NH:38][CH3:39])=[O:37])=[CH:32][CH:31]=2)[CH2:25][CH2:24]1)=[O:22])[C:14]1[CH:19]=[CH:18][CH:17]=[CH:16][CH:15]=1.O=C1CCN(C(OCC2C=CC=CC=2)=O)CC1.C(O)(=O)C.[Cl:61]C(Cl)C.C(O[BH-](OC(=O)C)OC(=O)C)(=O)C.[Na+].[OH-].[Na+].Cl.C(O)(C)C, predict the reaction product. The product is: [ClH:61].[CH2:13]([O:20][C:21]([N:23]1[CH2:28][CH2:27][CH:26]([NH:29][C:30]2[CH:35]=[CH:34][C:33]([C:36]([NH:38][CH3:39])=[O:37])=[CH:32][CH:31]=2)[CH2:25][CH2:24]1)=[O:22])[C:14]1[CH:19]=[CH:18][CH:17]=[CH:16][CH:15]=1. (2) Given the reactants C1(OC)C=CC=CC=1.C([NH:13][S:14]([C:17]1[CH:22]=[CH:21][CH:20]=[CH:19][C:18]=1[C:23]1[CH:28]=[CH:27][C:26]([NH:29][C:30](=[O:48])[C:31]([N:33]([CH2:38][C:39]2[CH:44]=[CH:43][CH:42]=[C:41]([C:45](=[NH:47])[NH2:46])[CH:40]=2)[CH2:34][CH:35]([CH3:37])[CH3:36])=[O:32])=[CH:25][CH:24]=1)(=[O:16])=[O:15])(C)(C)C.[F:49][C:50]([F:55])([F:54])[C:51]([OH:53])=[O:52], predict the reaction product. The product is: [F:49][C:50]([F:55])([F:54])[C:51]([OH:53])=[O:52].[C:45]([C:41]1[CH:40]=[C:39]([CH:44]=[CH:43][CH:42]=1)[CH2:38][N:33]([CH2:34][CH:35]([CH3:37])[CH3:36])[C:31](=[O:32])[C:30]([NH:29][C:26]1[CH:25]=[CH:24][C:23]([C:18]2[CH:19]=[CH:20][CH:21]=[CH:22][C:17]=2[S:14](=[O:15])(=[O:16])[NH2:13])=[CH:28][CH:27]=1)=[O:48])(=[NH:46])[NH2:47]. (3) Given the reactants C(OC([N:8]1[C:12]([NH2:13])=[C:11]([F:14])[C:10]([C:15]2[CH:16]=[C:17]3[C:22](=[CH:23][CH:24]=2)[N:21]=[CH:20][CH:19]=[CH:18]3)=[N:9]1)=O)(C)(C)C.[ClH:25].C(OCC)C, predict the reaction product. The product is: [ClH:25].[F:14][C:11]1[C:10]([C:15]2[CH:16]=[C:17]3[C:22](=[CH:23][CH:24]=2)[N:21]=[CH:20][CH:19]=[CH:18]3)=[N:9][NH:8][C:12]=1[NH3+:13]. (4) Given the reactants [C:1]([O:5][C:6]([NH:8][C:9]1[O:10][C:11]([C:14]([OH:16])=O)=[CH:12][N:13]=1)=[O:7])([CH3:4])([CH3:3])[CH3:2].CCN(CC)CC.[C:24]1([CH:30]2[CH2:35][CH2:34][NH:33][CH2:32][CH2:31]2)[CH:29]=[CH:28][CH:27]=[CH:26][CH:25]=1.C(P1(=O)OP(CCC)(=O)OP(CCC)(=O)O1)CC, predict the reaction product. The product is: [C:24]1([CH:30]2[CH2:31][CH2:32][N:33]([C:14]([C:11]3[O:10][C:9]([NH:8][C:6](=[O:7])[O:5][C:1]([CH3:2])([CH3:3])[CH3:4])=[N:13][CH:12]=3)=[O:16])[CH2:34][CH2:35]2)[CH:29]=[CH:28][CH:27]=[CH:26][CH:25]=1. (5) Given the reactants Br[Zn][CH2:3][C:4]([O:6][CH2:7][CH3:8])=[O:5].[C:9](#N)[C:10]1[CH:15]=[CH:14][CH:13]=[CH:12][CH:11]=1.Cl.C(OCC)(=[O:20])C, predict the reaction product. The product is: [O:20]=[C:9]([C:10]1[CH:15]=[CH:14][CH:13]=[CH:12][CH:11]=1)[CH2:3][C:4]([O:6][CH2:7][CH3:8])=[O:5]. (6) Given the reactants [CH2:1]([O:5][C:6]1[CH:11]=[CH:10][C:9]([C:12]([NH:19][C:20](=[O:24])[CH2:21][C:22]#[N:23])([CH3:18])[CH2:13][C:14]([O:16]C)=O)=[CH:8][CH:7]=1)[CH2:2][CH2:3][CH3:4].C[O-].[Na+], predict the reaction product. The product is: [CH2:1]([O:5][C:6]1[CH:7]=[CH:8][C:9]([C:12]2([CH3:18])[NH:19][C:20](=[O:24])[C:21]([C:22]#[N:23])=[C:14]([OH:16])[CH2:13]2)=[CH:10][CH:11]=1)[CH2:2][CH2:3][CH3:4]. (7) Given the reactants Cl[C:2]1[N:3]([CH:12]([CH3:14])[CH3:13])[C:4]2[CH:9]=[C:8]([Cl:10])[N:7]=[CH:6][C:5]=2[N:11]=1.COCCN.[CH3:20][N:21](C)[CH:22]=O, predict the reaction product. The product is: [Cl:10][C:8]1[N:7]=[CH:6][C:5]2[N:11]=[C:2]([N:21]([CH3:22])[CH3:20])[N:3]([CH:12]([CH3:14])[CH3:13])[C:4]=2[CH:9]=1.